This data is from Reaction yield outcomes from USPTO patents with 853,638 reactions. The task is: Predict the reaction yield, written as a fraction of the theoretical maximum amount of product (1.0 means a 100% yield; for example, 0.34 means a 34% yield). (1) The reactants are [CH3:1][O:2][C:3]([C:5]1[CH:6](O)O[C:8](=[O:10])[CH:9]=1)=[O:4].[NH2:12][C@@H:13]([CH2:17][CH3:18])[C:14]([NH2:16])=[O:15].[H][H]. The catalyst is CO.[Pd]. The product is [NH2:16][C:14]([C@@H:13]([N:12]1[C:8](=[O:10])[CH2:9][CH:5]([C:3]([O:2][CH3:1])=[O:4])[CH2:6]1)[CH2:17][CH3:18])=[O:15]. The yield is 0.430. (2) The reactants are C([N:8]1[CH2:14][CH:13]2[N:15]([CH2:16][C@H:17]([NH:28][C:29](=[O:32])[O:30][CH3:31])[CH2:18][O:19][C:20]3[CH:25]=[CH:24][C:23]([C:26]#[N:27])=[CH:22][CH:21]=3)[CH:10]([CH2:11][CH2:12]2)[CH2:9]1)C1C=CC=CC=1.Cl. The product is [C:26]([C:23]1[CH:22]=[CH:21][C:20]([O:19][CH2:18][C@@H:17]([NH:28][C:29](=[O:32])[O:30][CH3:31])[CH2:16][N:15]2[CH:10]3[CH2:11][CH2:12][CH:13]2[CH2:14][NH:8][CH2:9]3)=[CH:25][CH:24]=1)#[N:27]. The yield is 0.860. The catalyst is [Pd].CO. (3) The reactants are [CH3:1][N:2]([CH3:36])[CH2:3][CH2:4][O:5][C:6]1[N:11]=[CH:10][C:9]([NH:12][C:13](=[O:31])[CH2:14][C:15]2[CH:20]=[CH:19][C:18](B3OC(C)(C)C(C)(C)O3)=[CH:17][C:16]=2[F:30])=[CH:8][C:7]=1[C:32]([F:35])([F:34])[F:33].[CH2:37]([O:44][C:45]1[CH:50]=[C:49]([O:51][CH2:52][CH3:53])[C:48](I)=[CH:47][N:46]=1)[C:38]1[CH:43]=[CH:42][CH:41]=[CH:40][CH:39]=1.C([O-])([O-])=O.[Cs+].[Cs+]. The catalyst is O1CCOCC1.O.C1C=CC(P(C2C=CC=CC=2)[C-]2C=CC=C2)=CC=1.C1C=CC(P(C2C=CC=CC=2)[C-]2C=CC=C2)=CC=1.Cl[Pd]Cl.[Fe+2]. The product is [CH2:37]([O:44][C:45]1[N:46]=[CH:47][C:48]([C:18]2[CH:19]=[CH:20][C:15]([CH2:14][C:13]([NH:12][C:9]3[CH:10]=[N:11][C:6]([O:5][CH2:4][CH2:3][N:2]([CH3:1])[CH3:36])=[C:7]([C:32]([F:33])([F:34])[F:35])[CH:8]=3)=[O:31])=[C:16]([F:30])[CH:17]=2)=[C:49]([O:51][CH2:52][CH3:53])[CH:50]=1)[C:38]1[CH:39]=[CH:40][CH:41]=[CH:42][CH:43]=1. The yield is 0.119. (4) The reactants are [Br:1]Br.[Cl:3][C:4]1[CH:5]=[C:6]([NH2:12])[C:7](=[CH:10][CH:11]=1)[O:8][CH3:9]. The catalyst is ClCCl. The product is [Cl:3][C:4]1[C:11]([Br:1])=[CH:10][C:7]([O:8][CH3:9])=[C:6]([NH2:12])[CH:5]=1. The yield is 0.330.